Dataset: Catalyst prediction with 721,799 reactions and 888 catalyst types from USPTO. Task: Predict which catalyst facilitates the given reaction. (1) Reactant: [N:1]1[N:2]=[C:3]([CH:9]2[CH2:14][CH2:13][CH2:12][N:11]([C:15]3[N:20]=[C:19]([NH2:21])[C:18]([N+:22]([O-])=O)=[CH:17][CH:16]=3)[CH2:10]2)[N:4]2[CH2:8][CH2:7][CH2:6][C:5]=12.[CH:25]1([C:28]2[CH:33]=[CH:32][CH:31]=[C:30]([CH:34]=O)[N:29]=2)[CH2:27][CH2:26]1.S(S([O-])=O)([O-])=O.[Na+].[Na+].C(O)C. Product: [CH:25]1([C:28]2[N:29]=[C:30]([C:34]3[NH:21][C:19]4=[N:20][C:15]([N:11]5[CH2:12][CH2:13][CH2:14][CH:9]([C:3]6[N:4]7[CH2:8][CH2:7][CH2:6][C:5]7=[N:1][N:2]=6)[CH2:10]5)=[CH:16][CH:17]=[C:18]4[N:22]=3)[CH:31]=[CH:32][CH:33]=2)[CH2:27][CH2:26]1. The catalyst class is: 6. (2) Reactant: [CH:1]1([N:6]2[C:11]3[N:12]=[C:13](S(C)=O)[N:14]=[CH:15][C:10]=3[CH:9]=[C:8]([CH2:19][O:20][CH2:21][CH3:22])[C:7]2=[O:23])[CH2:5][CH2:4][CH2:3][CH2:2]1.[C:24]([O:28][C:29]([N:31]1[CH2:36][CH2:35][N:34]([C:37]2[CH:38]=[N:39][C:40]([NH2:43])=[CH:41][CH:42]=2)[CH2:33][CH2:32]1)=[O:30])([CH3:27])([CH3:26])[CH3:25]. Product: [C:24]([O:28][C:29]([N:31]1[CH2:36][CH2:35][N:34]([C:37]2[CH:38]=[N:39][C:40]([NH:43][C:13]3[N:14]=[CH:15][C:10]4[CH:9]=[C:8]([CH2:19][O:20][CH2:21][CH3:22])[C:7](=[O:23])[N:6]([CH:1]5[CH2:5][CH2:4][CH2:3][CH2:2]5)[C:11]=4[N:12]=3)=[CH:41][CH:42]=2)[CH2:33][CH2:32]1)=[O:30])([CH3:27])([CH3:25])[CH3:26]. The catalyst class is: 11. (3) Reactant: [Br:1][C:2]1[CH:7]=[C:6]([CH3:8])[C:5]([O:9][CH3:10])=[CH:4][C:3]=1[CH2:11][C:12]([OH:14])=O.C(Cl)(=O)C([Cl:18])=O. Product: [Br:1][C:2]1[CH:7]=[C:6]([CH3:8])[C:5]([O:9][CH3:10])=[CH:4][C:3]=1[CH2:11][C:12]([Cl:18])=[O:14]. The catalyst class is: 139. (4) Reactant: C[O:2][C:3](=[O:33])[C:4]([CH3:32])([CH3:31])[CH:5]([N:9]1[C:13]2[CH:14]=[CH:15][CH:16]=[CH:17][C:12]=2[N:11]([CH2:18][CH:19]2[C:27]3[C:22](=[CH:23][CH:24]=[CH:25][C:26]=3[CH3:28])[N:21]([CH3:29])[CH2:20]2)[C:10]1=[O:30])[CH2:6][O:7][CH3:8]. Product: [CH3:29][N:21]1[C:22]2[C:27](=[C:26]([CH3:28])[CH:25]=[CH:24][CH:23]=2)[CH:19]([CH2:18][N:11]2[C:12]3[CH:17]=[CH:16][CH:15]=[CH:14][C:13]=3[N:9]([CH:5]([CH2:6][O:7][CH3:8])[C:4]([CH3:31])([CH3:32])[C:3]([OH:33])=[O:2])[C:10]2=[O:30])[CH2:20]1. The catalyst class is: 38. (5) Reactant: [CH3:1][O:2][C:3]([C:5]1[CH:6]=[C:7]([N:11]2[C:16](=[O:17])[C:15]([CH3:18])=[N:14][C:13]3[CH:19]=[CH:20][CH:21]=[N:22][C:12]2=3)[CH:8]=[CH:9][CH:10]=1)=[O:4].[Br:23]N1C(=O)CCC1=O.C(OOC(=O)C1C=CC=CC=1)(=O)C1C=CC=CC=1. Product: [Br:23][CH2:18][C:15]1[C:16](=[O:17])[N:11]([C:7]2[CH:8]=[CH:9][CH:10]=[C:5]([C:3]([O:2][CH3:1])=[O:4])[CH:6]=2)[C:12]2[N:22]=[CH:21][CH:20]=[CH:19][C:13]=2[N:14]=1. The catalyst class is: 22.